Dataset: Forward reaction prediction with 1.9M reactions from USPTO patents (1976-2016). Task: Predict the product of the given reaction. (1) Given the reactants [CH3:1][C:2]1[CH:7]=[C:6]([CH3:8])[NH:5][C:4](=[O:9])[C:3]=1[CH2:10][NH:11][C:12]([C:14]1[C:15]([CH3:35])=[C:16]([N:19]([CH2:33][CH3:34])[CH:20]2[CH2:25][CH2:24][N:23](C(OC(C)(C)C)=O)[CH2:22][CH2:21]2)[S:17][CH:18]=1)=[O:13].Cl, predict the reaction product. The product is: [CH3:1][C:2]1[CH:7]=[C:6]([CH3:8])[NH:5][C:4](=[O:9])[C:3]=1[CH2:10][NH:11][C:12]([C:14]1[C:15]([CH3:35])=[C:16]([N:19]([CH2:33][CH3:34])[CH:20]2[CH2:21][CH2:22][NH:23][CH2:24][CH2:25]2)[S:17][CH:18]=1)=[O:13]. (2) Given the reactants [NH2:1][C:2]1[NH:3][C:4](=[O:20])[C:5]2[N:6]=[CH:7][N:8]([C@H:11]3[C@H:15]([OH:16])[C@H:14]([OH:17])[C@@H:13]([CH2:18]I)[O:12]3)[C:9]=2[N:10]=1.[N-:21]=[N+:22]=[N-:23].[Na+], predict the reaction product. The product is: [NH2:1][C:2]1[NH:3][C:4](=[O:20])[C:5]2[N:6]=[CH:7][N:8]([C@H:11]3[C@H:15]([OH:16])[C@H:14]([OH:17])[C@@H:13]([CH2:18][N:21]=[N+:22]=[N-:23])[O:12]3)[C:9]=2[N:10]=1. (3) Given the reactants C([O:8][C:9]1[CH:14]=[C:13]([C:15]([F:18])([F:17])[F:16])[CH:12]=[CH:11][C:10]=1/[CH:19]=[CH:20]/[C:21]([O:23][C:24]([CH3:27])([CH3:26])[CH3:25])=[O:22])C1C=CC=CC=1, predict the reaction product. The product is: [OH:8][C:9]1[CH:14]=[C:13]([C:15]([F:17])([F:18])[F:16])[CH:12]=[CH:11][C:10]=1[CH2:19][CH2:20][C:21]([O:23][C:24]([CH3:27])([CH3:26])[CH3:25])=[O:22]. (4) Given the reactants Cl.Cl.[OH:3][C:4]([CH3:21])([CH3:20])[CH2:5][NH:6][C:7]1=[N:8][C:9](=[O:19])[S:10]/[C:11]/1=[CH:12]\[CH:13]1[CH2:18][CH2:17][NH:16][CH2:15][CH2:14]1.[Cl:22][C:23]1[CH:30]=[CH:29][C:26]([CH:27]=O)=[C:25]([C:31]([F:34])([F:33])[F:32])[CH:24]=1.C(O[BH-](OC(=O)C)OC(=O)C)(=O)C.[Na+].C(=O)([O-])O.[Na+], predict the reaction product. The product is: [Cl:22][C:23]1[CH:30]=[CH:29][C:26]([CH2:27][N:16]2[CH2:17][CH2:18][CH:13](/[CH:12]=[C:11]3/[C:7]([NH:6][CH2:5][C:4]([OH:3])([CH3:21])[CH3:20])=[N:8][C:9](=[O:19])[S:10]/3)[CH2:14][CH2:15]2)=[C:25]([C:31]([F:32])([F:33])[F:34])[CH:24]=1. (5) Given the reactants [Cl:1][C:2]1[CH:7]=[CH:6][C:5]([CH:8]([C:21]2[CH:26]=[CH:25][C:24]([Cl:27])=[CH:23][CH:22]=2)[NH:9][C:10](=[O:20])[CH:11]=[C:12]2[C:16](=[O:17])[O:15]C(C)(C)[O:13]2)=[CH:4][CH:3]=1.N#N, predict the reaction product. The product is: [Cl:1][C:2]1[CH:3]=[CH:4][C:5]([CH:8]([NH:9][C:10]([CH:11]=[C:12]([OH:13])[C:16]([OH:17])=[O:15])=[O:20])[C:21]2[CH:22]=[CH:23][C:24]([Cl:27])=[CH:25][CH:26]=2)=[CH:6][CH:7]=1. (6) Given the reactants [CH2:1]([C:5]1[CH:10]=[CH:9][C:8]([OH:11])=[CH:7][C:6]=1[OH:12])[CH:2]([CH3:4])[CH3:3].B(F)(F)F.[CH3:17][CH2:18][O:19]CC.C(O)(=O)C.CC([O-])=O.[Na+], predict the reaction product. The product is: [OH:11][C:8]1[CH:7]=[C:6]([OH:12])[C:5]([CH2:1][CH:2]([CH3:4])[CH3:3])=[CH:10][C:9]=1[C:18](=[O:19])[CH3:17]. (7) Given the reactants [OH:1][C:2]1[CH:3]=[C:4]2[C:8](=[CH:9][CH:10]=1)[N:7]([CH2:11][C:12]([F:15])([F:14])[F:13])[C:6]([C:16]([N:18]1[CH2:23][CH2:22]O[CH2:20][CH2:19]1)=[O:17])=[CH:5]2.Cl.[F:25][C:26]1([F:32])CCNCC1, predict the reaction product. The product is: [F:25][C:26]1([F:32])[CH2:20][CH2:19][N:18]([C:16]([C:6]2[N:7]([CH2:11][C:12]([F:15])([F:13])[F:14])[C:8]3[C:4]([CH:5]=2)=[CH:3][C:2]([OH:1])=[CH:10][CH:9]=3)=[O:17])[CH2:23][CH2:22]1. (8) The product is: [CH3:1][O:2][C:3](=[O:13])[C@H:4]([CH2:6][CH:7]1[CH2:12][CH2:11][CH2:10][CH2:9][CH2:8]1)[NH:5][C:25](=[O:26])[CH:23]([CH3:24])[NH:22][C:17]1[CH:18]=[CH:19][C:20]([Cl:21])=[C:15]([Cl:14])[CH:16]=1. Given the reactants [CH3:1][O:2][C:3](=[O:13])[C@H:4]([CH2:6][CH:7]1[CH2:12][CH2:11][CH2:10][CH2:9][CH2:8]1)[NH2:5].[Cl:14][C:15]1[CH:16]=[C:17]([NH:22][CH:23]([C:25](O)=[O:26])[CH3:24])[CH:18]=[CH:19][C:20]=1[Cl:21].N[C@H](C(O)=O)C, predict the reaction product. (9) Given the reactants Cl.[CH2:2]([O:9][C:10]1[CH:16]=[CH:15][C:13]([NH2:14])=[CH:12][CH:11]=1)[C:3]1[CH:8]=[CH:7][CH:6]=[CH:5][CH:4]=1.Cl[C:18]1[C:23]([N+:24]([O-:26])=[O:25])=[CH:22][C:21]([CH3:27])=[CH:20][N:19]=1.C([O-])([O-])=O.[K+].[K+].O, predict the reaction product. The product is: [CH2:2]([O:9][C:10]1[CH:11]=[CH:12][C:13]([NH:14][C:18]2[C:23]([N+:24]([O-:26])=[O:25])=[CH:22][C:21]([CH3:27])=[CH:20][N:19]=2)=[CH:15][CH:16]=1)[C:3]1[CH:4]=[CH:5][CH:6]=[CH:7][CH:8]=1.